From a dataset of Forward reaction prediction with 1.9M reactions from USPTO patents (1976-2016). Predict the product of the given reaction. Given the reactants CO[C:3](=[O:21])[C:4]1[CH:9]=[C:8]([Cl:10])[CH:7]=[CH:6][C:5]=1[NH:11][C:12](=[O:20])[CH2:13][C:14](=[O:19])[CH2:15][CH2:16][O:17][CH3:18].C[O-].[Na+].Cl, predict the reaction product. The product is: [Cl:10][C:8]1[CH:9]=[C:4]2[C:5](=[CH:6][CH:7]=1)[NH:11][C:12](=[O:20])[C:13]([C:14](=[O:19])[CH2:15][CH2:16][O:17][CH3:18])=[C:3]2[OH:21].